This data is from Forward reaction prediction with 1.9M reactions from USPTO patents (1976-2016). The task is: Predict the product of the given reaction. (1) Given the reactants Br[C:2]1[CH:7]=[C:6]([NH:8][C:9](=[O:23])[C:10]2[C:20]([Cl:21])=[CH:19][C:13]([C:14]([N:16]([CH3:18])[CH3:17])=[O:15])=[CH:12][C:11]=2[Cl:22])[CH:5]=[CH:4][N:3]=1.[N:24]1C=CC(N)=NC=1.C[C:32]1([CH3:72])[C:58]2[C:53](=C(P(C3C=CC=CC=3)C3C=CC=CC=3)C=CC=2)[O:52]C2C(P(C3C=CC=CC=3)C3C=CC=CC=3)=CC=CC1=2.C([O-])([O-])=O.[Cs+].[Cs+], predict the reaction product. The product is: [Cl:22][C:11]1[CH:12]=[C:13]([C:14]([N:16]([CH3:18])[CH3:17])=[O:15])[CH:19]=[C:20]([Cl:21])[C:10]=1[C:9]([NH:8][C:6]1[CH:5]=[CH:4][N:3]=[C:2]([NH:24][C:53]([CH:58]2[CH2:32][CH2:72]2)=[O:52])[CH:7]=1)=[O:23]. (2) The product is: [C:15]([C:17]1[C:18]([NH:50][CH2:51][CH2:52][O:53][CH3:54])=[CH:19][C:20]([NH:23][C:24]([N:26]2[C:35]3[C:30](=[CH:31][C:32]([CH2:41][N:42]4[CH2:47][CH2:46][N:45]([CH3:48])[CH2:44][C:43]4=[O:49])=[C:33]([CH:36]=[O:37])[N:34]=3)[CH2:29][CH2:28][C@@H:27]2[CH3:2])=[O:25])=[N:21][CH:22]=1)#[N:16]. Given the reactants N[C:2]1C=C(NCCOC)C(C#N)=CN=1.[C:15]([C:17]1[C:18]([NH:50][CH2:51][CH2:52][O:53][CH3:54])=[CH:19][C:20]([NH:23][C:24]([N:26]2[C:35]3[C:30](=[CH:31][C:32]([CH2:41][N:42]4[CH2:47][CH2:46][N:45]([CH3:48])[CH2:44][C:43]4=[O:49])=[C:33]([CH:36](OC)[O:37]C)[N:34]=3)[CH2:29][CH2:28][CH2:27]2)=[O:25])=[N:21][CH:22]=1)#[N:16], predict the reaction product.